From a dataset of Full USPTO retrosynthesis dataset with 1.9M reactions from patents (1976-2016). Predict the reactants needed to synthesize the given product. (1) Given the product [CH2:4]([C:5]1[O:13][C:12]2[CH:11]=[CH:10][C:9]([NH2:14])=[CH:8][C:7]=2[C:6]=1[C:19](=[O:20])[C:21]1[CH:26]=[CH:25][C:24]([O:27][CH2:28][CH2:29][CH2:30][N:31]([CH2:32][CH2:33][CH2:34][CH3:35])[CH2:36][CH2:37][CH2:38][CH3:39])=[CH:23][CH:22]=1)[CH2:3][CH2:2][CH3:1], predict the reactants needed to synthesize it. The reactants are: [CH3:1][CH2:2][CH2:3][CH2:4][C:5]1[O:13][C:12]2[CH:11]=[CH:10][C:9]([NH:14]S(C)(=O)=O)=[CH:8][C:7]=2[C:6]=1[C:19]([C:21]1[CH:22]=[CH:23][C:24]([O:27][CH2:28][CH2:29][CH2:30][N:31]([CH2:36][CH2:37][CH2:38][CH3:39])[CH2:32][CH2:33][CH2:34][CH3:35])=[CH:25][CH:26]=1)=[O:20].C(C1OC2C=CC([N+]([O-])=O)=CC=2C=1C(=O)C1C=CC(OCCCN(CCCC)CCCC)=CC=1)CCC.[H][H]. (2) Given the product [CH3:20][O:19][C:6]1[C:7]([O:10][CH2:9][O:11][CH3:12])=[C:8]([C:3]([CH2:2][O:21][C:22]2[CH:23]=[CH:24][C:25]([C:28]3[CH:33]=[CH:32][C:31]([CH2:34][C:35]([O:37][CH3:38])=[O:36])=[CH:30][CH:29]=3)=[CH:26][CH:27]=2)=[CH:4][CH:5]=1)[C:9]([O:11][C:12]([CH3:13])([CH3:14])[CH3:15])=[O:10], predict the reactants needed to synthesize it. The reactants are: Br[CH2:2][C:3]1[C:8]([C:9]([O:11][C:12]([CH3:15])([CH3:14])[CH3:13])=[O:10])=[C:7](COC)[C:6]([O:19][CH3:20])=[CH:5][CH:4]=1.[OH:21][C:22]1[CH:27]=[CH:26][C:25]([C:28]2[CH:33]=[CH:32][C:31]([CH2:34][C:35]([O:37][CH3:38])=[O:36])=[CH:30][CH:29]=2)=[CH:24][CH:23]=1. (3) Given the product [CH3:16][C:4]1[CH:5]=[CH:6][N:1]=[C:2]([C:7]2([C:13]#[N:14])[CH2:8][CH2:9][NH:10][CH2:11][CH2:12]2)[CH:3]=1, predict the reactants needed to synthesize it. The reactants are: [N:1]1[CH:6]=[CH:5][CH:4]=[CH:3][C:2]=1[C:7]1([C:13]#[N:14])[CH2:12][CH2:11][NH:10][CH2:9][CH2:8]1.F[C:16]1C=CC=CN=1. (4) Given the product [F:34][C:35]1[CH:36]=[C:37]([C:43]2[CH:44]=[C:45]([CH2:60][N:11]3[CH2:12][CH2:13][N:8]([CH3:6])[CH2:9][CH2:10]3)[C:46](=[O:59])[N:47]([CH2:49][CH2:50][CH2:51][C:52]3[CH:57]=[CH:56][C:55]([F:58])=[CH:54][CH:53]=3)[N:48]=2)[CH:38]=[CH:39][C:40]=1[O:41][CH3:42], predict the reactants needed to synthesize it. The reactants are: C(O[C:6]([N:8]1[CH2:13][CH2:12][N:11](C2C(=O)N(CC(C)C)N=C(C3C=CC(C)=C(F)C=3)C=2C)[CH2:10][CH2:9]1)=O)(C)(C)C.[F:34][C:35]1[CH:36]=[C:37]([C:43]2[CH:44]=[C:45]([CH2:60]OS(C)(=O)=O)[C:46](=[O:59])[N:47]([CH2:49][CH2:50][CH2:51][C:52]3[CH:57]=[CH:56][C:55]([F:58])=[CH:54][CH:53]=3)[N:48]=2)[CH:38]=[CH:39][C:40]=1[O:41][CH3:42].CN1CCNCC1. (5) The reactants are: [Cl:1][C:2]1[CH:3]=[CH:4][C:5]([O:18][CH2:19][CH:20]([CH3:22])[CH3:21])=[C:6]([CH2:8][N:9]2[C:13]([CH3:14])=[CH:12][C:11](C(O)=O)=[N:10]2)[CH:7]=1.CC[N:25]([CH2:28]C)CC.C1C=CC(P(N=[N+]=[N-])(C2C=CC=CC=2)=[O:37])=CC=1.[CH2:47]([O:49][C:50]([CH:52]1[CH2:57][CH2:56][CH:55]([OH:58])[CH2:54][CH2:53]1)=[O:51])[CH3:48]. Given the product [Cl:1][C:2]1[CH:3]=[CH:4][C:5]([O:18][CH2:19][CH:20]([CH3:21])[CH3:22])=[C:6]([CH2:8][N:9]2[C:13]([CH3:14])=[CH:12][C:11]([NH:25][C:28]([O:58][CH:55]3[CH2:56][CH2:57][CH:52]([C:50]([O:49][CH2:47][CH3:48])=[O:51])[CH2:53][CH2:54]3)=[O:37])=[N:10]2)[CH:7]=1, predict the reactants needed to synthesize it. (6) Given the product [C:1]([C:5]1[CH:10]=[CH:9][C:8]([S:11]([N:14]([C:15]2[CH:16]=[C:17]3[C:22](=[CH:23][CH:24]=2)[N:21]=[CH:20][CH:19]=[CH:18]3)[CH2:25][C:26]([N:32]([CH:29]2[CH2:31][CH2:30]2)[CH2:33][C:34]2[CH:39]=[CH:38][CH:37]=[C:36]([CH3:40])[CH:35]=2)=[O:27])(=[O:12])=[O:13])=[CH:7][CH:6]=1)([CH3:3])([CH3:4])[CH3:2], predict the reactants needed to synthesize it. The reactants are: [C:1]([C:5]1[CH:10]=[CH:9][C:8]([S:11]([N:14]([CH2:25][C:26](O)=[O:27])[C:15]2[CH:16]=[C:17]3[C:22](=[CH:23][CH:24]=2)[N:21]=[CH:20][CH:19]=[CH:18]3)(=[O:13])=[O:12])=[CH:7][CH:6]=1)([CH3:4])([CH3:3])[CH3:2].[CH:29]1([NH:32][CH2:33][C:34]2[CH:39]=[CH:38][CH:37]=[C:36]([CH3:40])[CH:35]=2)[CH2:31][CH2:30]1. (7) Given the product [CH3:1][O:2][CH2:3][CH2:4][C:5]1[CH:14]=[CH:13][CH:12]=[CH:11][C:6]=1[C:7]([OH:9])=[O:8], predict the reactants needed to synthesize it. The reactants are: [CH3:1][O:2][CH2:3][CH2:4][C:5]1[CH:14]=[CH:13][CH:12]=[CH:11][C:6]=1[C:7]([O:9]C)=[O:8].[Li+].[OH-].Cl.